This data is from Full USPTO retrosynthesis dataset with 1.9M reactions from patents (1976-2016). The task is: Predict the reactants needed to synthesize the given product. Given the product [CH3:20][O:21][C:22](=[O:31])[C@H:23]([CH2:25][C:26]1[N:30]=[CH:29][NH:28][CH:27]=1)[NH:24][C:15](=[O:17])[C@H:13]([CH3:14])[NH:12][C:10](=[O:11])[CH2:9][C:4]1[CH:5]=[C:6]([F:8])[CH:7]=[C:2]([F:1])[CH:3]=1, predict the reactants needed to synthesize it. The reactants are: [F:1][C:2]1[CH:3]=[C:4]([CH2:9][C:10]([NH:12][C@H:13]([C:15]([OH:17])=O)[CH3:14])=[O:11])[CH:5]=[C:6]([F:8])[CH:7]=1.Cl.Cl.[CH3:20][O:21][C:22](=[O:31])[C@H:23]([CH2:25][C:26]1[N:30]=[CH:29][NH:28][CH:27]=1)[NH2:24].